Dataset: Catalyst prediction with 721,799 reactions and 888 catalyst types from USPTO. Task: Predict which catalyst facilitates the given reaction. (1) Reactant: [N+:1]([C:4]1[CH:9]=[CH:8][C:7]([S:10]([N:13]2[C:22]3[C:17](=[CH:18][CH:19]=[CH:20][CH:21]=3)[CH2:16][CH:15]([NH:23][C:24](=[O:30])[O:25][C:26]([CH3:29])([CH3:28])[CH3:27])[CH2:14]2)(=[O:12])=[O:11])=[CH:6][CH:5]=1)([O-])=O.[H][H]. Product: [NH2:1][C:4]1[CH:5]=[CH:6][C:7]([S:10]([N:13]2[C:22]3[C:17](=[CH:18][CH:19]=[CH:20][CH:21]=3)[CH2:16][CH:15]([NH:23][C:24](=[O:30])[O:25][C:26]([CH3:28])([CH3:27])[CH3:29])[CH2:14]2)(=[O:12])=[O:11])=[CH:8][CH:9]=1. The catalyst class is: 43. (2) Product: [Br:18][C:8]1[N:7]([C:11]([O:13][C:14]([CH3:17])([CH3:16])[CH3:15])=[O:12])[C:6]([C:2]2[S:1][CH:5]=[CH:4][N:3]=2)=[CH:10][CH:9]=1. Reactant: [S:1]1[CH:5]=[CH:4][N:3]=[C:2]1[C:6]1[N:7]([C:11]([O:13][C:14]([CH3:17])([CH3:16])[CH3:15])=[O:12])[CH:8]=[CH:9][CH:10]=1.[Br:18]N1C(=O)CCC1=O.C(=O)([O-])O.[Na+]. The catalyst class is: 7. (3) Reactant: [N:1]1([C:6]2[N:11]=[C:10]3[CH2:12][CH2:13][CH:14]([C:15]([O:17]C)=[O:16])[C:9]3=[CH:8][CH:7]=2)[CH:5]=[N:4][N:3]=[N:2]1.[OH-].[Li+].Cl. Product: [N:1]1([C:6]2[N:11]=[C:10]3[CH2:12][CH2:13][CH:14]([C:15]([OH:17])=[O:16])[C:9]3=[CH:8][CH:7]=2)[CH:5]=[N:4][N:3]=[N:2]1. The catalyst class is: 20. (4) Reactant: [CH3:1][O:2][C:3]([C:5]1[NH:15][C:8]2=[N:9][CH:10]=[C:11]([C:13]#N)[CH:12]=[C:7]2[CH:6]=1)=[O:4].N1C=CC=CC=1.O.CC(O)=[O:25]. Product: [CH3:1][O:2][C:3]([C:5]1[NH:15][C:8]2=[N:9][CH:10]=[C:11]([CH:13]=[O:25])[CH:12]=[C:7]2[CH:6]=1)=[O:4]. The catalyst class is: 769.